Dataset: Full USPTO retrosynthesis dataset with 1.9M reactions from patents (1976-2016). Task: Predict the reactants needed to synthesize the given product. (1) The reactants are: [CH3:1][O:2][C:3]([C:5]1[C:14]([OH:15])=[CH:13][C:12]2[C:7](=[CH:8][C:9]([OH:16])=[CH:10][CH:11]=2)[CH:6]=1)=[O:4].[C:17]([O:21][C:22](=[O:25])[CH2:23]Br)([CH3:20])([CH3:19])[CH3:18].C(=O)([O-])[O-].[K+].[K+].CCOC(C)=O. Given the product [CH3:1][O:2][C:3]([C:5]1[C:14]([OH:15])=[CH:13][C:12]2[C:7](=[CH:8][C:9]([O:16][CH2:23][C:22]([O:21][C:17]([CH3:20])([CH3:19])[CH3:18])=[O:25])=[CH:10][CH:11]=2)[CH:6]=1)=[O:4], predict the reactants needed to synthesize it. (2) Given the product [Br:1][C:2]1[CH:8]=[CH:7][CH:6]=[CH:5][C:3]=1[NH:4][C:9](=[O:11])[CH3:10], predict the reactants needed to synthesize it. The reactants are: [Br:1][C:2]1[CH:8]=[CH:7][CH:6]=[CH:5][C:3]=1[NH2:4].[C:9](OC(=O)C)(=[O:11])[CH3:10].